This data is from Forward reaction prediction with 1.9M reactions from USPTO patents (1976-2016). The task is: Predict the product of the given reaction. (1) The product is: [N+:1]([C:4]1[CH:15]=[CH:14][C:7]([CH2:8][O:9][C:10]([NH:12][NH:13][CH2:16][C:17]2[CH:22]=[CH:21][CH:20]=[CH:19][CH:18]=2)=[O:11])=[CH:6][CH:5]=1)([O-:3])=[O:2]. Given the reactants [N+:1]([C:4]1[CH:15]=[CH:14][C:7]([CH2:8][O:9][C:10]([NH:12][NH2:13])=[O:11])=[CH:6][CH:5]=1)([O-:3])=[O:2].[CH2:16](Br)[C:17]1[CH:22]=[CH:21][CH:20]=[CH:19][CH:18]=1, predict the reaction product. (2) Given the reactants C(OC([N:8]1[CH2:12][CH2:11][C@H:10]([C@H:13]([O:16][C:17]2[CH:22]=[CH:21][C:20]([C:23]([F:26])([F:25])[F:24])=[CH:19][CH:18]=2)[CH2:14][NH2:15])[CH2:9]1)=O)(C)(C)C.[O:27]1[C:31]([C:32]2[CH:37]=[CH:36][C:35]([S:38](Cl)(=[O:40])=[O:39])=[CH:34][CH:33]=2)=[CH:30][N:29]=[CH:28]1.[C:42](=[O:45])(O)[O-:43].[Na+], predict the reaction product. The product is: [O:27]1[C:31]([C:32]2[CH:33]=[CH:34][C:35]([S:38]([NH:15][CH2:14][C@H:13]([C@H:10]3[CH2:11][CH2:12][NH:8][CH2:9]3)[O:16][C:17]3[CH:18]=[CH:19][C:20]([C:23]([F:24])([F:25])[F:26])=[CH:21][CH:22]=3)(=[O:40])=[O:39])=[CH:36][CH:37]=2)=[CH:30][N:29]=[CH:28]1.[C:42]([OH:43])([C:23]([F:26])([F:25])[F:24])=[O:45]. (3) Given the reactants [CH2:1]([O:8][NH:9][C:10](=[O:19])[CH2:11][CH2:12][CH2:13][CH2:14][CH2:15][CH2:16][CH2:17]Br)[C:2]1[CH:7]=[CH:6][CH:5]=[CH:4][CH:3]=1.[OH:20][C:21]1[CH:33]=[CH:32][C:31]2[C:30]3[C:25](=[CH:26][CH:27]=[CH:28][CH:29]=3)[NH:24][C:23]=2[CH:22]=1.C(=O)([O-])[O-].[K+].[K+], predict the reaction product. The product is: [CH2:1]([O:8][NH:9][C:10](=[O:19])[CH2:11][CH2:12][CH2:13][CH2:14][CH2:15][CH2:16][CH2:17][O:20][C:21]1[CH:33]=[CH:32][C:31]2[C:30]3[C:25](=[CH:26][CH:27]=[CH:28][CH:29]=3)[NH:24][C:23]=2[CH:22]=1)[C:2]1[CH:7]=[CH:6][CH:5]=[CH:4][CH:3]=1. (4) Given the reactants [CH3:1][C:2]([NH:5][CH2:6][C@H:7]([OH:17])[C:8]1[CH:9]=[CH:10][C:11]([OH:16])=[C:12]([CH2:14][OH:15])[CH:13]=1)([CH3:4])[CH3:3].Cl.C([O-])([O-])=O.[K+].[K+], predict the reaction product. The product is: [CH3:4][C:2]([NH:5][CH2:6][C@H:7]([OH:17])[C:8]1[CH:9]=[CH:10][C:11]([OH:16])=[C:12]([CH2:14][OH:15])[CH:13]=1)([CH3:1])[CH3:3]. (5) Given the reactants [CH3:1][O:2][C:3]1[CH:4]=[CH:5][C:6]([O:17][CH3:18])=[C:7]([CH:9]([OH:16])[CH2:10][NH:11][C:12]([CH2:14][NH2:15])=[O:13])[CH:8]=1.C(O)C.[ClH:22], predict the reaction product. The product is: [CH3:1][O:2][C:3]1[CH:4]=[CH:5][C:6]([O:17][CH3:18])=[C:7]([CH:9]([OH:16])[CH2:10][NH:11][C:12]([CH2:14][NH2:15])=[O:13])[CH:8]=1.[ClH:22]. (6) Given the reactants [OH:1][C:2]1[CH:9]=[CH:8][C:7]([C:10]([F:13])([F:12])[F:11])=[CH:6][C:3]=1[CH:4]=[O:5].[CH2:14](Br)[C:15]1[CH:20]=[CH:19][CH:18]=[CH:17][CH:16]=1.C(=O)([O-])[O-].[K+].[K+], predict the reaction product. The product is: [CH2:14]([O:1][C:2]1[CH:9]=[CH:8][C:7]([C:10]([F:11])([F:12])[F:13])=[CH:6][C:3]=1[CH:4]=[O:5])[C:15]1[CH:20]=[CH:19][CH:18]=[CH:17][CH:16]=1. (7) Given the reactants CC(OC(/N=N/C(OC(C)C)=O)=O)C.[OH:15][C:16]1[CH:28]=[CH:27][C:19]([O:20][CH2:21][C:22]([O:24][CH2:25][CH3:26])=[O:23])=[C:18]([CH3:29])[CH:17]=1.[Br:30][C:31]1[N:36]=[C:35]([CH:37](O)[CH2:38][CH2:39][O:40][CH3:41])[CH:34]=[CH:33][CH:32]=1.C1(P(C2C=CC=CC=2)C2C=CC=CC=2)C=CC=CC=1, predict the reaction product. The product is: [Br:30][C:31]1[N:36]=[C:35]([CH:37]([O:15][C:16]2[CH:28]=[CH:27][C:19]([O:20][CH2:21][C:22]([O:24][CH2:25][CH3:26])=[O:23])=[C:18]([CH3:29])[CH:17]=2)[CH2:38][CH2:39][O:40][CH3:41])[CH:34]=[CH:33][CH:32]=1. (8) Given the reactants [N+:1]([C:4]1[CH:9]=[CH:8][CH:7]=[CH:6][C:5]=1[S:10](Cl)(=[O:12])=[O:11])([O-:3])=[O:2].[CH3:14][S:15]([CH2:18][CH2:19][NH2:20])(=[O:17])=[O:16].[OH-].[Na+].[Cl-].[NH4+], predict the reaction product. The product is: [CH3:14][S:15]([CH2:18][CH2:19][NH:20][S:10]([C:5]1[CH:6]=[CH:7][CH:8]=[CH:9][C:4]=1[N+:1]([O-:3])=[O:2])(=[O:12])=[O:11])(=[O:17])=[O:16]. (9) Given the reactants [C:1]([O:5][C:6](=[O:19])[CH2:7][C@:8]1([CH2:15][N+:16]([O-])=O)[CH2:14][C@H:13]2[C@@H:9]1[CH:10]=[CH:11][CH2:12]2)([CH3:4])([CH3:3])[CH3:2].[Cl-].[NH4+], predict the reaction product. The product is: [C:1]([O:5][C:6](=[O:19])[CH2:7][C@:8]1([CH2:15][NH2:16])[CH2:14][C@H:13]2[C@@H:9]1[CH:10]=[CH:11][CH2:12]2)([CH3:2])([CH3:4])[CH3:3].